Dataset: Peptide-MHC class I binding affinity with 185,985 pairs from IEDB/IMGT. Task: Regression. Given a peptide amino acid sequence and an MHC pseudo amino acid sequence, predict their binding affinity value. This is MHC class I binding data. (1) The peptide sequence is TTVVRRRGR. The MHC is Patr-A0301 with pseudo-sequence Patr-A0301. The binding affinity (normalized) is 0.202. (2) The peptide sequence is ALHQVFGAIY. The MHC is HLA-A30:02 with pseudo-sequence HLA-A30:02. The binding affinity (normalized) is 0.605. (3) The peptide sequence is TSIDRFLAV. The MHC is HLA-A01:01 with pseudo-sequence HLA-A01:01. The binding affinity (normalized) is 0.0834. (4) The peptide sequence is LVLQAGFFL. The MHC is HLA-A11:01 with pseudo-sequence HLA-A11:01. The binding affinity (normalized) is 0.168. (5) The peptide sequence is NSDPEFNVL. The MHC is HLA-B35:01 with pseudo-sequence HLA-B35:01. The binding affinity (normalized) is 0.507. (6) The peptide sequence is QEQMISCKF. The MHC is Mamu-A11 with pseudo-sequence Mamu-A11. The binding affinity (normalized) is 0.204. (7) The peptide sequence is LIFPAFFLC. The MHC is HLA-A24:03 with pseudo-sequence HLA-A24:03. The binding affinity (normalized) is 0.0847. (8) The peptide sequence is TYPVLEEMF. The MHC is HLA-B40:01 with pseudo-sequence HLA-B40:01. The binding affinity (normalized) is 0.